Dataset: Reaction yield outcomes from USPTO patents with 853,638 reactions. Task: Predict the reaction yield, written as a fraction of the theoretical maximum amount of product (1.0 means a 100% yield; for example, 0.34 means a 34% yield). (1) The reactants are [CH2:1]1[C:3]2([CH2:8][CH2:7][CH2:6][CH2:5][N:4]2[C:9]2[N:13]3[CH:14]=[C:15]([O:18][C@H:19]4[C:28]5[C:23](=[CH:24][CH:25]=[CH:26][CH:27]=5)[C@@H:22]([NH:29][C:30]([NH:32][C:33]5[N:34]([C:42]6[CH:47]=[CH:46][CH:45]=[C:44]([O:48][CH2:49][CH2:50][OH:51])[CH:43]=6)[N:35]=[C:36]([C:38]([CH3:41])([CH3:40])[CH3:39])[CH:37]=5)=[O:31])[CH2:21][CH2:20]4)[CH:16]=[CH:17][C:12]3=[N:11][N:10]=2)[CH2:2]1.CCN(C(C)C)C(C)C.[CH3:61][S:62](Cl)(=[O:64])=[O:63].C([O-])(O)=O.[Na+]. The catalyst is C(Cl)Cl.O. The product is [CH2:2]1[C:3]2([CH2:8][CH2:7][CH2:6][CH2:5][N:4]2[C:9]2[N:13]3[CH:14]=[C:15]([O:18][C@H:19]4[C:28]5[C:23](=[CH:24][CH:25]=[CH:26][CH:27]=5)[C@@H:22]([NH:29][C:30](=[O:31])[NH:32][C:33]5[N:34]([C:42]6[CH:43]=[C:44]([CH:45]=[CH:46][CH:47]=6)[O:48][CH2:49][CH2:50][O:51][S:62]([CH3:61])(=[O:64])=[O:63])[N:35]=[C:36]([C:38]([CH3:41])([CH3:39])[CH3:40])[CH:37]=5)[CH2:21][CH2:20]4)[CH:16]=[CH:17][C:12]3=[N:11][N:10]=2)[CH2:1]1. The yield is 1.00. (2) The reactants are [Si]([O:8][CH:9]([C:20]([F:23])([F:22])[F:21])[CH2:10][C:11]([C:14]1[CH:19]=[CH:18][CH:17]=[CH:16][N:15]=1)([CH3:13])[CH3:12])(C(C)(C)C)(C)C.[F-].C([N+](CCCC)(CCCC)CCCC)CCC. No catalyst specified. The product is [F:23][C:20]([F:21])([F:22])[CH:9]([OH:8])[CH2:10][C:11]([CH3:12])([C:14]1[CH:19]=[CH:18][CH:17]=[CH:16][N:15]=1)[CH3:13]. The yield is 0.990. (3) The reactants are F[C:2]1[C:7]([C:8]2[N:13]=[C:12]([CH3:14])[N:11]=[C:10]([N:15]([CH2:25][C:26]3[CH:31]=[CH:30][C:29]([O:32][CH3:33])=[CH:28][CH:27]=3)[CH2:16][C:17]3[CH:22]=[CH:21][C:20]([O:23][CH3:24])=[CH:19][CH:18]=3)[N:9]=2)=[CH:6][C:5]([C@H:34]([N:36]2[CH2:41][CH2:40][N:39]([S:42]([CH3:45])(=[O:44])=[O:43])[CH2:38][CH2:37]2)[CH3:35])=[CH:4][N:3]=1.[CH:46]([C:49]1[CH:50]=[C:51]([NH2:57])[CH:52]=[N:53][C:54]=1[O:55][CH3:56])([CH3:48])[CH3:47].C[Si]([N-][Si](C)(C)C)(C)C.[Li+]. The catalyst is C1COCC1. The product is [CH:46]([C:49]1[CH:50]=[C:51]([NH:57][C:2]2[C:7]([C:8]3[N:13]=[C:12]([CH3:14])[N:11]=[C:10]([N:15]([CH2:16][C:17]4[CH:18]=[CH:19][C:20]([O:23][CH3:24])=[CH:21][CH:22]=4)[CH2:25][C:26]4[CH:27]=[CH:28][C:29]([O:32][CH3:33])=[CH:30][CH:31]=4)[N:9]=3)=[CH:6][C:5]([C@H:34]([N:36]3[CH2:37][CH2:38][N:39]([S:42]([CH3:45])(=[O:44])=[O:43])[CH2:40][CH2:41]3)[CH3:35])=[CH:4][N:3]=2)[CH:52]=[N:53][C:54]=1[O:55][CH3:56])([CH3:48])[CH3:47]. The yield is 0.210. (4) The product is [Br:6][C:7]1[CH:14]=[CH:13][C:10]([CH2:11][N:1]2[CH2:5][CH2:4][CH2:3][CH2:2]2)=[C:9]([F:15])[CH:8]=1. The yield is 0.900. The catalyst is C(#N)C. The reactants are [NH:1]1[CH2:5][CH2:4][CH2:3][CH2:2]1.[Br:6][C:7]1[CH:14]=[CH:13][C:10]([CH2:11]Br)=[C:9]([F:15])[CH:8]=1. (5) The reactants are [NH2:1][S:2]([C:5]1[CH:6]=[C:7]([CH:11]=[CH:12][CH:13]=1)[C:8]([OH:10])=[O:9])(=[O:4])=[O:3].S(Cl)(Cl)=O.[CH3:18]O. No catalyst specified. The product is [NH2:1][S:2]([C:5]1[CH:6]=[C:7]([CH:11]=[CH:12][CH:13]=1)[C:8]([O:10][CH3:18])=[O:9])(=[O:3])=[O:4]. The yield is 0.730. (6) The yield is 0.230. The reactants are Cl[C:2]1[N:7]=[C:6]([NH:8][C:9]2[CH:14]=[CH:13][C:12]3[O:15][CH2:16][CH2:17][O:18][C:11]=3[CH:10]=2)[C:5]([F:19])=[CH:4][N:3]=1.C(N(CC)C(C)C)(C)C.[CH2:29]([O:35][C:36]1[CH:42]=[CH:41][C:39]([NH2:40])=[CH:38][CH:37]=1)[CH2:30][CH2:31][CH2:32][CH2:33][CH3:34]. The product is [CH2:17]1[CH2:16][O:15][C:12]2[CH:13]=[CH:14][C:9]([NH:8][C:6]3[C:5]([F:19])=[CH:4][N:3]=[C:2]([NH:40][C:39]4[CH:38]=[CH:37][C:36]([O:35][CH2:29][CH2:30][CH2:31][CH2:32][CH2:33][CH3:34])=[CH:42][CH:41]=4)[N:7]=3)=[CH:10][C:11]=2[O:18]1. The catalyst is C(O)CO. (7) The reactants are [Br:1][C:2]1[N:3]=[C:4]([CH:12]2[CH2:20][CH2:19][CH:18]3[N:14]([C:15](=[O:23])[CH2:16][C:17]3([CH3:22])[CH3:21])[CH2:13]2)[N:5]2[CH:10]=[CH:9][N:8]=[C:7](Cl)[C:6]=12.[NH3:24].O. The catalyst is CC(O)C. The product is [NH2:24][C:7]1[C:6]2[N:5]([C:4]([CH:12]3[CH2:20][CH2:19][CH:18]4[N:14]([C:15](=[O:23])[CH2:16][C:17]4([CH3:22])[CH3:21])[CH2:13]3)=[N:3][C:2]=2[Br:1])[CH:10]=[CH:9][N:8]=1. The yield is 0.990.